Dataset: Forward reaction prediction with 1.9M reactions from USPTO patents (1976-2016). Task: Predict the product of the given reaction. (1) The product is: [CH2:48]([O:49][C:50]([C@@H:32]1[CH2:37][CH2:36][CH2:35][CH2:34][C@H:33]1[N:38]1[CH2:19][CH2:18][N:17]([C:3](=[O:5])[CH:2]([CH3:1])[CH2:6][C:7]2[CH:12]=[CH:11][C:10]([Cl:13])=[CH:9][CH:8]=2)[CH2:20][CH2:22]1)=[O:51])[CH3:47]. Given the reactants [CH3:1][CH:2]([CH2:6][C:7]1[CH:12]=[CH:11][C:10]([Cl:13])=[CH:9][CH:8]=1)[C:3]([OH:5])=O.C([N:17]([CH:20]([CH3:22])C)[CH2:18][CH3:19])(C)C.CN(C(ON1N=[N:38][C:33]2[CH:34]=[CH:35][CH:36]=[CH:37][C:32]1=2)=[N+](C)C)C.F[P-](F)(F)(F)(F)F.[CH3:47][CH2:48][O:49][C:50](C)=[O:51], predict the reaction product. (2) Given the reactants [CH2:1]([O:3][C:4](=[O:18])[C:5]1[CH:14]=[C:13]([N+:15]([O-:17])=[O:16])[CH:12]=[C:7]([C:8]([NH:10][CH3:11])=O)[CH:6]=1)[CH3:2].S(OS(C(F)(F)F)(=O)=O)(C(F)(F)F)(=O)=O.[N-:34]=[N+:35]=[N-:36].[Na+].C([O-])(O)=O.[Na+], predict the reaction product. The product is: [CH2:1]([O:3][C:4](=[O:18])[C:5]1[CH:14]=[C:13]([N+:15]([O-:17])=[O:16])[CH:12]=[C:7]([C:8]2[N:10]([CH3:11])[N:36]=[N:35][N:34]=2)[CH:6]=1)[CH3:2]. (3) Given the reactants [N+:1]([C:4]1[C:12]2[C:7](=[CH:8][CH:9]=[CH:10][CH:11]=2)[N:6]([C:13](=[O:15])[CH3:14])[CH:5]=1)([O-])=O.[C:16](O[C:16]([O:18][C:19]([CH3:22])([CH3:21])[CH3:20])=[O:17])([O:18][C:19]([CH3:22])([CH3:21])[CH3:20])=[O:17], predict the reaction product. The product is: [C:19]([O:18][C:16](=[O:17])[NH:1][C:4]1[C:12]2[C:7](=[CH:8][CH:9]=[CH:10][CH:11]=2)[N:6]([C:13](=[O:15])[CH3:14])[CH:5]=1)([CH3:22])([CH3:21])[CH3:20]. (4) Given the reactants [Br:1][C:2]1[CH:31]=[CH:30][C:5]([O:6][C:7]2[CH:12]=[CH:11][CH:10]=[CH:9][C:8]=2[NH:13][S:14]([C:17]2[CH:29]=[CH:28][C:20]([C:21]([NH:23][CH2:24][C:25](O)=[O:26])=[O:22])=[CH:19][CH:18]=2)(=[O:16])=[O:15])=[C:4]([Cl:32])[CH:3]=1.[OH:33][CH:34]1[CH2:39][CH2:38][NH:37][CH2:36][CH2:35]1, predict the reaction product. The product is: [Br:1][C:2]1[CH:31]=[CH:30][C:5]([O:6][C:7]2[CH:12]=[CH:11][CH:10]=[CH:9][C:8]=2[NH:13][S:14]([C:17]2[CH:29]=[CH:28][C:20]([C:21]([NH:23][CH2:24][C:25]([N:37]3[CH2:38][CH2:39][CH:34]([OH:33])[CH2:35][CH2:36]3)=[O:26])=[O:22])=[CH:19][CH:18]=2)(=[O:15])=[O:16])=[C:4]([Cl:32])[CH:3]=1. (5) The product is: [N+:13]([C:16]1[CH:25]=[CH:24][C:23]2[O:22][CH2:21][CH2:20][C:19](=[O:26])[NH:27][C:18]=2[CH:17]=1)([O-:15])=[O:14]. Given the reactants ClC(Cl)(Cl)C(O)=O.S(=O)(=O)(O)O.[N+:13]([C:16]1[CH:17]=[C:18]2[C:23](=[CH:24][CH:25]=1)[O:22][CH2:21][CH2:20][C:19]2=[O:26])([O-:15])=[O:14].[N-:27]=[N+]=[N-].[Na+], predict the reaction product. (6) Given the reactants Cl[C:2]1[C:12]([C:13]#[N:14])=[CH:11][C:5]([C:6]([O:8][CH2:9][CH3:10])=[O:7])=[C:4]([CH3:15])[N:3]=1.Cl.[CH3:17][C:18]1([C:24]([OH:26])=[O:25])[CH2:23][CH2:22][NH:21][CH2:20][CH2:19]1.CCN(C(C)C)C(C)C.CC(O)=O, predict the reaction product. The product is: [C:13]([C:12]1[C:2]([N:21]2[CH2:22][CH2:23][C:18]([CH3:17])([C:24]([OH:26])=[O:25])[CH2:19][CH2:20]2)=[N:3][C:4]([CH3:15])=[C:5]([C:6]([O:8][CH2:9][CH3:10])=[O:7])[CH:11]=1)#[N:14].